From a dataset of Reaction yield outcomes from USPTO patents with 853,638 reactions. Predict the reaction yield, written as a fraction of the theoretical maximum amount of product (1.0 means a 100% yield; for example, 0.34 means a 34% yield). (1) The reactants are [CH3:1][S:2](Cl)(=[O:4])=[O:3].[Cl:6][C:7]1[CH:12]=[CH:11][C:10]([CH:13]([NH:16][C:17](=[O:23])[O:18][C:19]([CH3:22])([CH3:21])[CH3:20])[CH2:14][OH:15])=[CH:9][CH:8]=1.C(N(CC)C(C)C)(C)C. The catalyst is C(Cl)Cl. The product is [CH3:1][S:2]([O:15][CH2:14][CH:13]([NH:16][C:17]([O:18][C:19]([CH3:20])([CH3:22])[CH3:21])=[O:23])[C:10]1[CH:11]=[CH:12][C:7]([Cl:6])=[CH:8][CH:9]=1)(=[O:4])=[O:3]. The yield is 0.523. (2) The reactants are C([NH:11][CH2:12][CH2:13][CH2:14][CH2:15][C:16]1[CH:21]=[CH:20][CH:19]=[CH:18][C:17]=1[O:22][CH2:23][C@H:24]([OH:27])[CH2:25][OH:26])(OCC1C=CC=CC=1)=O. The product is [OH:27][C@H:24]([CH2:25][OH:26])[CH2:23][O:22][C:17]1[CH:18]=[CH:19][CH:20]=[CH:21][C:16]=1[CH2:15][CH2:14][CH2:13][CH2:12][NH2:11]. The yield is 0.920. The catalyst is CO.[Pd]. (3) The reactants are [CH2:1]([N:3]1[CH2:8][CH2:7][N:6]2[N:9]=[C:10]([NH:12][C:13]3[C:18](=[O:19])[N:17]([CH3:20])[CH:16]=[C:15]([C:21]4[C:26]([CH:27]=[O:28])=[C:25]([N:29]5[CH2:41][CH2:40][C:39]6[N:38]7[C:33]([CH2:34][CH2:35][CH2:36][CH2:37]7)=[CH:32][C:31]=6[C:30]5=[O:42])[N:24]=[CH:23][CH:22]=4)[CH:14]=3)[CH:11]=[C:5]2[CH2:4]1)[CH3:2].[BH4-].[Na+]. The catalyst is CO. The product is [CH2:1]([N:3]1[CH2:8][CH2:7][N:6]2[N:9]=[C:10]([NH:12][C:13]3[C:18](=[O:19])[N:17]([CH3:20])[CH:16]=[C:15]([C:21]4[CH:22]=[CH:23][N:24]=[C:25]([N:29]5[CH2:41][CH2:40][C:39]6[N:38]7[C:33]([CH2:34][CH2:35][CH2:36][CH2:37]7)=[CH:32][C:31]=6[C:30]5=[O:42])[C:26]=4[CH2:27][OH:28])[CH:14]=3)[CH:11]=[C:5]2[CH2:4]1)[CH3:2]. The yield is 0.0900. (4) The reactants are [H-].[Na+].[F:3][C:4]1[C:5]([CH2:16][N:17]([CH3:25])[C:18](=[O:24])[O:19][C:20]([CH3:23])([CH3:22])[CH3:21])=[CH:6][NH:7][C:8]=1[C:9]1[C:10]([F:15])=[N:11][CH:12]=[CH:13][CH:14]=1.C1OCCOCCOCCOCCOC1.[CH3:41][C:42]1[CH:47]=[CH:46][N:45]=[CH:44][C:43]=1[S:48](Cl)(=[O:50])=[O:49]. The catalyst is O1CCCC1.O. The product is [F:3][C:4]1[C:5]([CH2:16][N:17]([CH3:25])[C:18](=[O:24])[O:19][C:20]([CH3:21])([CH3:22])[CH3:23])=[CH:6][N:7]([S:48]([C:43]2[CH:44]=[N:45][CH:46]=[CH:47][C:42]=2[CH3:41])(=[O:50])=[O:49])[C:8]=1[C:9]1[C:10]([F:15])=[N:11][CH:12]=[CH:13][CH:14]=1. The yield is 0.530.